This data is from Peptide-MHC class I binding affinity with 185,985 pairs from IEDB/IMGT. The task is: Regression. Given a peptide amino acid sequence and an MHC pseudo amino acid sequence, predict their binding affinity value. This is MHC class I binding data. (1) The peptide sequence is SLQDNAVTV. The MHC is HLA-A02:01 with pseudo-sequence HLA-A02:01. The binding affinity (normalized) is 0.744. (2) The peptide sequence is TETLAGAWGDL. The MHC is Mamu-B01 with pseudo-sequence Mamu-B01. The binding affinity (normalized) is 0. (3) The peptide sequence is VVAVGGLAI. The MHC is HLA-B15:01 with pseudo-sequence HLA-B15:01. The binding affinity (normalized) is 0.540. (4) The peptide sequence is EVRKAIEFV. The MHC is HLA-A02:16 with pseudo-sequence HLA-A02:16. The binding affinity (normalized) is 0.0847.